Dataset: Full USPTO retrosynthesis dataset with 1.9M reactions from patents (1976-2016). Task: Predict the reactants needed to synthesize the given product. Given the product [Cl:14][C:15]1[C:24]2[C:19](=[CH:20][CH:21]=[C:22]([C:25]([OH:26])([C:7]3[N:11]([CH3:12])[CH:10]=[N:9][CH:8]=3)[CH:27]3[CH2:28][CH2:29][N:30]([C:33]([O:35][C:36]([CH3:38])([CH3:39])[CH3:37])=[O:34])[CH2:31][CH2:32]3)[CH:23]=2)[N:18]=[C:17]([O:40][CH3:41])[C:16]=1[CH2:42][CH:43]1[CH2:44][CH2:45][O:46][CH2:47][CH2:48]1, predict the reactants needed to synthesize it. The reactants are: C([Mg]Cl)(C)C.Br[C:7]1[N:11]([CH3:12])[C:10](C)=[N:9][CH:8]=1.[Cl:14][C:15]1[C:24]2[C:19](=[CH:20][CH:21]=[C:22]([C:25]([CH:27]3[CH2:32][CH2:31][N:30]([C:33]([O:35][C:36]([CH3:39])([CH3:38])[CH3:37])=[O:34])[CH2:29][CH2:28]3)=[O:26])[CH:23]=2)[N:18]=[C:17]([O:40][CH3:41])[C:16]=1[CH2:42][CH:43]1[CH2:48][CH2:47][O:46][CH2:45][CH2:44]1.